From a dataset of Full USPTO retrosynthesis dataset with 1.9M reactions from patents (1976-2016). Predict the reactants needed to synthesize the given product. (1) Given the product [CH2:1]([N:3]1[C:7]([CH2:8][C:9]([OH:12])([CH3:11])[CH3:10])=[C:6]([C:18]#[C:17][CH2:16][Si:19]([CH3:22])([CH3:21])[CH3:20])[C:5]([C:14]#[N:15])=[N:4]1)[CH3:2], predict the reactants needed to synthesize it. The reactants are: [CH2:1]([N:3]1[C:7]([CH2:8][C:9]([OH:12])([CH3:11])[CH3:10])=[C:6](I)[C:5]([C:14]#[N:15])=[N:4]1)[CH3:2].[CH2:16]([Si:19]([CH3:22])([CH3:21])[CH3:20])[C:17]#[CH:18].C(N(CC)CC)C.C(#N)C. (2) Given the product [C:27]([C:25]1[N:26]=[C:21]([O:1][C@H:2]2[CH2:6][CH2:5][N:4]([C:7]([O:9][C:10]([CH3:13])([CH3:12])[CH3:11])=[O:8])[CH2:3]2)[CH:22]=[CH:23][CH:24]=1)#[N:28], predict the reactants needed to synthesize it. The reactants are: [OH:1][C@H:2]1[CH2:6][CH2:5][N:4]([C:7]([O:9][C:10]([CH3:13])([CH3:12])[CH3:11])=[O:8])[CH2:3]1.C([O-])([O-])=O.[Cs+].[Cs+].Cl[C:21]1[N:26]=[C:25]([C:27]#[N:28])[CH:24]=[CH:23][CH:22]=1. (3) The reactants are: [NH2:1][CH2:2][C@H:3]1[N:8]([C:9]([C:11]2[N:12]=[C:13]([CH3:23])[S:14][C:15]=2[C:16]2[CH:17]=[C:18]([CH3:22])[CH:19]=[CH:20][CH:21]=2)=[O:10])[CH2:7][C@@H:6]2[C@H:4]1[CH2:5]2.[CH3:24][O:25][C:26]1[CH:36]=[CH:35][CH:34]=[CH:33][C:27]=1[O:28][CH2:29][C:30](O)=[O:31]. Given the product [CH3:24][O:25][C:26]1[CH:36]=[CH:35][CH:34]=[CH:33][C:27]=1[O:28][CH2:29][C:30]([NH:1][CH2:2][C@H:3]1[N:8]([C:9]([C:11]2[N:12]=[C:13]([CH3:23])[S:14][C:15]=2[C:16]2[CH:17]=[C:18]([CH3:22])[CH:19]=[CH:20][CH:21]=2)=[O:10])[CH2:7][C@@H:6]2[C@H:4]1[CH2:5]2)=[O:31], predict the reactants needed to synthesize it. (4) Given the product [NH2:37][C@H:29]([CH2:30][C:31]1[CH:36]=[CH:35][CH:34]=[CH:33][CH:32]=1)[C:28]([N:25]1[CH2:24][CH2:23][CH:22]([N:13]2[C:14](=[O:21])[C:15]([CH2:19][CH3:20])([CH2:17][CH3:18])[CH2:16][C:11]([C:5]3[CH:6]=[CH:7][C:8]([O:9][CH3:10])=[C:3]([O:2][CH3:1])[CH:4]=3)=[N:12]2)[CH2:27][CH2:26]1)=[O:45], predict the reactants needed to synthesize it. The reactants are: [CH3:1][O:2][C:3]1[CH:4]=[C:5]([C:11]2[CH2:16][C:15]([CH2:19][CH3:20])([CH2:17][CH3:18])[C:14](=[O:21])[N:13]([CH:22]3[CH2:27][CH2:26][N:25]([C:28](=[O:45])[C@H:29]([NH:37]C(=O)OC(C)(C)C)[CH2:30][C:31]4[CH:36]=[CH:35][CH:34]=[CH:33][CH:32]=4)[CH2:24][CH2:23]3)[N:12]=2)[CH:6]=[CH:7][C:8]=1[O:9][CH3:10].C(Cl)Cl. (5) Given the product [Br:5][C:6]1[O:7][C:8]([C:11]2[CH:16]=[CH:15][CH:14]=[C:13]([OH:17])[CH:12]=2)=[CH:9][N:10]=1, predict the reactants needed to synthesize it. The reactants are: B(Br)(Br)Br.[Br:5][C:6]1[O:7][C:8]([C:11]2[CH:16]=[CH:15][CH:14]=[C:13]([O:17]C)[CH:12]=2)=[CH:9][N:10]=1. (6) Given the product [Cl:48][C:49]1[CH:57]=[CH:56][C:52]([C:53]([N:2]([CH3:1])[CH2:3][CH2:4][CH2:5][CH2:6][CH2:7][CH2:8][CH2:9][CH2:10][CH2:11][N:12]2[CH2:13][CH2:14][CH:15]([O:18][C:19](=[O:33])[NH:20][C:21]3[CH:26]=[CH:25][CH:24]=[CH:23][C:22]=3[C:27]3[CH:28]=[CH:29][CH:30]=[CH:31][CH:32]=3)[CH2:16][CH2:17]2)=[O:55])=[C:51]([OH:58])[CH:50]=1, predict the reactants needed to synthesize it. The reactants are: [CH3:1][NH:2][CH2:3][CH2:4][CH2:5][CH2:6][CH2:7][CH2:8][CH2:9][CH2:10][CH2:11][N:12]1[CH2:17][CH2:16][CH:15]([O:18][C:19](=[O:33])[NH:20][C:21]2[CH:26]=[CH:25][CH:24]=[CH:23][C:22]=2[C:27]2[CH:32]=[CH:31][CH:30]=[CH:29][CH:28]=2)[CH2:14][CH2:13]1.C1(N)C(F)=C(F)C(F)=C(N)C=1F.Cl.Cl.[Cl:48][C:49]1[CH:57]=[CH:56][C:52]([C:53]([OH:55])=O)=[C:51]([OH:58])[CH:50]=1. (7) Given the product [NH2:20][C:4]1[CH:3]=[C:2]([Cl:1])[CH:19]=[CH:18][C:5]=1[O:6][C:7]1[CH:8]=[C:9]([CH:15]=[CH:16][CH:17]=1)[C:10]([N:12]([CH3:13])[CH3:14])=[O:11], predict the reactants needed to synthesize it. The reactants are: [Cl:1][C:2]1[CH:19]=[CH:18][C:5]([O:6][C:7]2[CH:8]=[C:9]([CH:15]=[CH:16][CH:17]=2)[C:10]([N:12]([CH3:14])[CH3:13])=[O:11])=[C:4]([N+:20]([O-])=O)[CH:3]=1.Cl[Sn]Cl. (8) The reactants are: C(O)(C(F)(F)F)=O.[C:8]([C:10]1[N:11]=[CH:12][C:13]([NH:18][C:19]2[N:24]=[CH:23][N:22]=[C:21]([NH:25][CH2:26][CH:27]3[CH2:32][CH2:31][N:30](C(OC(C)(C)C)=O)[CH2:29][CH2:28]3)[CH:20]=2)=[N:14][C:15]=1[O:16][CH3:17])#[N:9]. Given the product [CH3:17][O:16][C:15]1[C:10]([C:8]#[N:9])=[N:11][CH:12]=[C:13]([NH:18][C:19]2[CH:20]=[C:21]([NH:25][CH2:26][CH:27]3[CH2:28][CH2:29][NH:30][CH2:31][CH2:32]3)[N:22]=[CH:23][N:24]=2)[N:14]=1, predict the reactants needed to synthesize it. (9) Given the product [CH2:11]([C:10]([C:7]1[CH:8]=[CH:9][C:4]([C:3]([OH:31])=[O:2])=[C:5]([CH3:30])[CH:6]=1)([C:13]1[CH:18]=[CH:17][C:16](/[CH:19]=[CH:20]/[C:21]([CH2:22][CH3:23])([OH:24])[CH2:25][CH3:26])=[C:15]([CH3:27])[CH:14]=1)[CH2:28][CH3:29])[CH3:12], predict the reactants needed to synthesize it. The reactants are: C[O:2][C:3](=[O:31])[C:4]1[CH:9]=[CH:8][C:7]([C:10]([CH2:28][CH3:29])([C:13]2[CH:18]=[CH:17][C:16](/[CH:19]=[CH:20]/[C:21]([CH2:25][CH3:26])([OH:24])[CH2:22][CH3:23])=[C:15]([CH3:27])[CH:14]=2)[CH2:11][CH3:12])=[CH:6][C:5]=1[CH3:30].[OH-].[K+]. (10) Given the product [CH3:1][O:2][C:3]([CH:5]1[CH2:10][CH2:9][CH:8]([CH2:11][O:12][S:26]([C:23]2[CH:24]=[CH:25][C:20]([CH3:30])=[CH:21][CH:22]=2)(=[O:28])=[O:27])[CH2:7][CH2:6]1)=[O:4], predict the reactants needed to synthesize it. The reactants are: [CH3:1][O:2][C:3]([CH:5]1[CH2:10][CH2:9][CH:8]([CH2:11][OH:12])[CH2:7][CH2:6]1)=[O:4].C(N(CC)CC)C.[C:20]1([CH3:30])[CH:25]=[CH:24][C:23]([S:26](Cl)(=[O:28])=[O:27])=[CH:22][CH:21]=1.